From a dataset of Forward reaction prediction with 1.9M reactions from USPTO patents (1976-2016). Predict the product of the given reaction. (1) Given the reactants [Cl:1][C:2]1(C)[CH:7]=[CH:6][CH:5]=[C:4]([Cl:8])[CH2:3]1.[CH3:10]CCCCCC.[B:17]1([B:17]2[O:21][C:20]([CH3:23])([CH3:22])[C:19]([CH3:25])([CH3:24])[O:18]2)[O:21][C:20]([CH3:23])([CH3:22])[C:19]([CH3:25])([CH3:24])[O:18]1, predict the reaction product. The product is: [Cl:8][C:4]1[CH:5]=[C:6]([B:17]2[O:21][C:20]([CH3:23])([CH3:22])[C:19]([CH3:25])([CH3:24])[O:18]2)[CH:7]=[C:2]([Cl:1])[C:3]=1[CH3:10]. (2) Given the reactants [C:1]([O:5][C@@H:6]([C@H:8]1[CH2:12][O:11][C:10](=[O:13])[NH:9]1)[CH3:7])([CH3:4])([CH3:3])[CH3:2].[Cl:14][C:15]1[N:20]=[C:19](Cl)[CH:18]=[C:17]([Cl:22])[N:16]=1.[H-].[Na+], predict the reaction product. The product is: [C:1]([O:5][C@@H:6]([C@H:8]1[CH2:12][O:11][C:10](=[O:13])[N:9]1[C:19]1[CH:18]=[C:17]([Cl:22])[N:16]=[C:15]([Cl:14])[N:20]=1)[CH3:7])([CH3:2])([CH3:3])[CH3:4]. (3) Given the reactants [NH:1]1[CH2:8][CH2:7][CH2:6][C@H:2]1[C:3]([OH:5])=[O:4].[CH3:9][O:10][C:11]1[CH:16]=[CH:15][C:14]([S:17](Cl)(=[O:19])=[O:18])=[CH:13][CH:12]=1.C(N(CC)CC)C, predict the reaction product. The product is: [CH3:9][O:10][C:11]1[CH:12]=[CH:13][C:14]([S:17]([N:1]2[CH2:8][CH2:7][CH2:6][CH:2]2[C:3]([OH:5])=[O:4])(=[O:19])=[O:18])=[CH:15][CH:16]=1. (4) The product is: [CH3:1][O:2][C:3]([C:5]1[S:6][C:7]([CH2:10][CH2:11][CH2:12][C@H:13]2[CH2:17][CH2:16][CH:15]=[C:14]2[C:18]2[CH:19]=[CH:20][C:21]([C@H:24]([OH:30])[CH2:25][CH2:26][CH2:27][CH2:28][CH3:29])=[CH:22][CH:23]=2)=[CH:8][CH:9]=1)=[O:4]. Given the reactants [CH3:1][O:2][C:3]([C:5]1[S:6][C:7]([CH2:10][CH2:11][CH2:12][C@H:13]2[CH2:17][CH2:16][CH:15]=[C:14]2[C:18]2[CH:23]=[CH:22][C:21]([C@H:24]([O:30]C(=O)C3C=CC([N+]([O-])=O)=CC=3)[CH2:25][CH2:26][CH2:27][CH2:28][CH3:29])=[CH:20][CH:19]=2)=[CH:8][CH:9]=1)=[O:4].C([O-])([O-])=O.[K+].[K+].C1COCC1.Cl, predict the reaction product. (5) Given the reactants Br[C:2]1[CH:7]=[CH:6][CH:5]=[C:4]([CH2:8][OH:9])[N:3]=1.[CH3:10][N:11]1[CH2:16][CH2:15][N:14]([C:17](=[O:22])[CH2:18][CH2:19][C:20]#[CH:21])[CH2:13][CH2:12]1.C(N)(C)(C)C, predict the reaction product. The product is: [OH:9][CH2:8][C:4]1[N:3]=[C:2]([C:21]#[C:20][CH2:19][CH2:18][C:17]([N:14]2[CH2:15][CH2:16][N:11]([CH3:10])[CH2:12][CH2:13]2)=[O:22])[CH:7]=[CH:6][CH:5]=1. (6) Given the reactants C[O:2][C:3]1[CH:4]=[C:5]([CH:8]=[CH:9][C:10]=1[C:11]1[CH:16]=[CH:15][CH:14]=[CH:13][CH:12]=1)[C:6]#[N:7].B(Br)(Br)Br.O, predict the reaction product. The product is: [OH:2][C:3]1[CH:4]=[C:5]([CH:8]=[CH:9][C:10]=1[C:11]1[CH:12]=[CH:13][CH:14]=[CH:15][CH:16]=1)[C:6]#[N:7]. (7) Given the reactants I[C:2]1[CH:7]=[CH:6][CH:5]=[CH:4][C:3]=1[N+:8]([O-])=O.[Cl:11][C:12]1[CH:17]=[CH:16][CH:15]=[CH:14][C:13]=1[NH:18][C:19](=O)[CH3:20], predict the reaction product. The product is: [Cl:11][C:12]1[CH:17]=[CH:16][CH:15]=[CH:14][C:13]=1[N:18]1[C:2]2[CH:7]=[CH:6][CH:5]=[CH:4][C:3]=2[N:8]=[C:19]1[CH3:20].